Dataset: Forward reaction prediction with 1.9M reactions from USPTO patents (1976-2016). Task: Predict the product of the given reaction. (1) Given the reactants [CH3:1][O:2][C:3]1[N:10]=[CH:9][CH:8]=[CH:7][C:4]=1[CH:5]=O.[NH2:11][N:12]1[CH:17]=[CH:16][C:15]([CH3:18])=[C:14]([CH2:19][C:20]([O:22][CH3:23])=[O:21])[C:13]1=[O:24].C([BH3-])#N.[Na+], predict the reaction product. The product is: [CH3:23][O:22][C:20](=[O:21])[CH2:19][C:14]1[C:13](=[O:24])[N:12]([NH:11][CH2:5][C:4]2[C:3]([O:2][CH3:1])=[N:10][CH:9]=[CH:8][CH:7]=2)[CH:17]=[CH:16][C:15]=1[CH3:18]. (2) Given the reactants ClC(Cl)(Cl)C(Cl)(Cl)Cl.[C:9]([O:13][C:14]([N:16]1[CH2:20][CH2:19][CH2:18][C@H:17]1[C:21]([NH:23][NH:24][C:25]1[CH:30]=[CH:29][C:28]([F:31])=[CH:27][N:26]=1)=O)=[O:15])([CH3:12])([CH3:11])[CH3:10].C1(P(C2C=CC=CC=2)C2C=CC=CC=2)C=CC=CC=1.C(N(CC)CC)C, predict the reaction product. The product is: [C:9]([O:13][C:14]([N:16]1[CH2:20][CH2:19][CH2:18][C@H:17]1[C:21]1[N:26]2[CH:27]=[C:28]([F:31])[CH:29]=[CH:30][C:25]2=[N:24][N:23]=1)=[O:15])([CH3:12])([CH3:11])[CH3:10]. (3) Given the reactants [CH3:1][O:2][C:3]1[CH:4]=[C:5]([NH2:9])[CH:6]=[CH:7][CH:8]=1.Br[CH2:11][CH2:12][CH2:13][CH2:14]Br.C(N(C(C)C)CC)(C)C, predict the reaction product. The product is: [CH3:1][O:2][C:3]1[CH:4]=[C:5]([N:9]2[CH2:14][CH2:13][CH2:12][CH2:11]2)[CH:6]=[CH:7][CH:8]=1. (4) Given the reactants [N+:1]([C:4]1[CH:9]=[CH:8][C:7]([C:10]2[C:18]3[C:13](=[CH:14][C:15]([NH2:19])=[CH:16][CH:17]=3)[NH:12][CH:11]=2)=[CH:6][CH:5]=1)([O-:3])=[O:2].[CH3:20][N:21]1[C:29]2[C:24](=[CH:25][C:26]([C:30](O)=[O:31])=[CH:27][CH:28]=2)[CH:23]=[CH:22]1.OC1C2N=NNC=2C=CC=1.C(N(CC)CC)C.Cl.C(N=C=NCCCN(C)C)C, predict the reaction product. The product is: [CH3:20][N:21]1[C:29]2[C:24](=[CH:25][C:26]([C:30]([NH:19][C:15]3[CH:14]=[C:13]4[C:18]([C:10]([C:7]5[CH:8]=[CH:9][C:4]([N+:1]([O-:3])=[O:2])=[CH:5][CH:6]=5)=[CH:11][NH:12]4)=[CH:17][CH:16]=3)=[O:31])=[CH:27][CH:28]=2)[CH:23]=[CH:22]1. (5) Given the reactants [Cl:1][C:2]1[CH:21]=[CH:20][C:5]([O:6][C:7]2[CH:8]=[C:9]([S:13]([CH2:16][CH2:17][CH2:18]O)(=[O:15])=[O:14])[CH:10]=[CH:11][CH:12]=2)=[CH:4][C:3]=1[C:22]1[C:31]2[C:26](=[C:27]([C:32]([F:35])([F:34])[F:33])[CH:28]=[CH:29][CH:30]=2)[N:25]=[CH:24][N:23]=1.C(N(C(C)C)CC)(C)C.CS(Cl)(=O)=O.[I-:50].[Na+], predict the reaction product. The product is: [Cl:1][C:2]1[CH:21]=[CH:20][C:5]([O:6][C:7]2[CH:12]=[CH:11][CH:10]=[C:9]([S:13]([CH2:16][CH2:17][CH2:18][I:50])(=[O:15])=[O:14])[CH:8]=2)=[CH:4][C:3]=1[C:22]1[C:31]2[C:26](=[C:27]([C:32]([F:35])([F:34])[F:33])[CH:28]=[CH:29][CH:30]=2)[N:25]=[CH:24][N:23]=1.